Dataset: Reaction yield outcomes from USPTO patents with 853,638 reactions. Task: Predict the reaction yield, written as a fraction of the theoretical maximum amount of product (1.0 means a 100% yield; for example, 0.34 means a 34% yield). (1) The reactants are Cl.[NH2:2][CH2:3][CH2:4][CH2:5][CH2:6][CH2:7][C:8]([O:10][CH3:11])=[O:9].[F:12][C:13]([F:24])([F:23])[C:14](O[C:14](=[O:15])[C:13]([F:24])([F:23])[F:12])=[O:15].C(N(CC)CC)C. The catalyst is C(Cl)Cl. The product is [F:12][C:13]([F:24])([F:23])[C:14]([NH:2][CH2:3][CH2:4][CH2:5][CH2:6][CH2:7][C:8]([O:10][CH3:11])=[O:9])=[O:15]. The yield is 0.990. (2) The reactants are [CH3:1][O:2][CH2:3][C@H:4]([CH3:31])[O:5][C:6]1[CH:7]=[C:8]([C:23]2[NH:27][C:26]([C:28]([OH:30])=O)=[CH:25][CH:24]=2)[CH:9]=[C:10]([O:12][C:13]2[CH:14]=[N:15][C:16]([S:19]([CH3:22])(=[O:21])=[O:20])=[CH:17][CH:18]=2)[CH:11]=1.[NH2:32][C@@H:33]([CH2:35][OH:36])[CH3:34].C1C=CC2N(O)N=NC=2C=1.O.CN1CCOCC1.CCN=C=NCCCN(C)C.Cl. The catalyst is C(Cl)Cl. The product is [OH:36][CH2:35][C@H:33]([NH:32][C:28]([C:26]1[NH:27][C:23]([C:8]2[CH:9]=[C:10]([O:12][C:13]3[CH:14]=[N:15][C:16]([S:19]([CH3:22])(=[O:21])=[O:20])=[CH:17][CH:18]=3)[CH:11]=[C:6]([O:5][C@@H:4]([CH3:31])[CH2:3][O:2][CH3:1])[CH:7]=2)=[CH:24][CH:25]=1)=[O:30])[CH3:34]. The yield is 0.860. (3) The reactants are I([O-])(=O)(=O)=O.[Na+].Cl.[CH:8]1([C:11]2[C:12]([N:31]([C:36]3[CH:41]=[CH:40][CH:39]=[C:38]([CH2:42][CH2:43][B:44]4[O:48]C(C)(C)C(C)(C)[O:45]4)[CH:37]=3)[S:32]([CH3:35])(=[O:34])=[O:33])=[CH:13][C:14]3[O:18][C:17]([C:19]4[CH:24]=[CH:23][C:22]([F:25])=[CH:21][CH:20]=4)=[C:16]([C:26]([NH:28][CH3:29])=[O:27])[C:15]=3[CH:30]=2)[CH2:10][CH2:9]1. The catalyst is C1COCC1.CCOC(C)=O. The product is [CH:8]1([C:11]2[C:12]([N:31]([C:36]3[CH:37]=[C:38]([CH:39]=[CH:40][CH:41]=3)[CH2:42][CH2:43][B:44]([OH:48])[OH:45])[S:32]([CH3:35])(=[O:33])=[O:34])=[CH:13][C:14]3[O:18][C:17]([C:19]4[CH:20]=[CH:21][C:22]([F:25])=[CH:23][CH:24]=4)=[C:16]([C:26](=[O:27])[NH:28][CH3:29])[C:15]=3[CH:30]=2)[CH2:10][CH2:9]1. The yield is 0.340. (4) The catalyst is CN1C(=O)CCC1. The reactants are [F:1][C:2]1[C:11]([CH3:12])=[C:10]2[C:5]([CH:6]=[C:7]([C@@H:25]([NH2:27])[CH3:26])[C:8]([N:13]3[CH2:18][CH2:17][N:16]([C:19]4[CH:24]=[N:23][CH:22]=[CH:21][N:20]=4)[CH2:15][CH2:14]3)=[N:9]2)=[CH:4][CH:3]=1.Cl[C:29]1[C:30]2[N:38]=[CH:37][CH:36]=[CH:35][C:31]=2[N:32]=[CH:33][N:34]=1.CCN(C(C)C)C(C)C. The yield is 0.460. The product is [F:1][C:2]1[C:11]([CH3:12])=[C:10]2[C:5]([CH:6]=[C:7]([C@@H:25]([NH:27][C:29]3[C:30]4[N:38]=[CH:37][CH:36]=[CH:35][C:31]=4[N:32]=[CH:33][N:34]=3)[CH3:26])[C:8]([N:13]3[CH2:14][CH2:15][N:16]([C:19]4[CH:24]=[N:23][CH:22]=[CH:21][N:20]=4)[CH2:17][CH2:18]3)=[N:9]2)=[CH:4][CH:3]=1. (5) The reactants are [Cl:1][C:2]1[CH:17]=[CH:16][C:15]([Cl:18])=[CH:14][C:3]=1[O:4][C:5]1[C:10]([C:11]([OH:13])=O)=[CH:9][N:8]=[CH:7][CH:6]=1.F[P-](F)(F)(F)(F)F.N1(OC(N(C)C)=[N+](C)C)C2N=CC=CC=2N=N1.C(N(CC)C(C)C)(C)C.[NH:52]1[C:61]2[C:56](=[CH:57][CH:58]=[CH:59][CH:60]=2)[CH2:55][CH2:54][CH2:53]1. The catalyst is CN(C)C=O. The product is [Cl:1][C:2]1[CH:17]=[CH:16][C:15]([Cl:18])=[CH:14][C:3]=1[O:4][C:5]1[CH:6]=[CH:7][N:8]=[CH:9][C:10]=1[C:11]([N:52]1[C:61]2[C:56](=[CH:57][CH:58]=[CH:59][CH:60]=2)[CH2:55][CH2:54][CH2:53]1)=[O:13]. The yield is 0.730.